Regression/Classification. Given a drug SMILES string, predict its absorption, distribution, metabolism, or excretion properties. Task type varies by dataset: regression for continuous measurements (e.g., permeability, clearance, half-life) or binary classification for categorical outcomes (e.g., BBB penetration, CYP inhibition). Dataset: cyp2c9_veith. From a dataset of CYP2C9 inhibition data for predicting drug metabolism from PubChem BioAssay. (1) The drug is Cc1ccc(N2CCN(C(=O)c3ccccc3NC(=O)/C=C\C(=O)O)CC2)cc1. The result is 1 (inhibitor). (2) The compound is CC1=C(C#N)C(Nc2ccc(Cl)cn2)(C(F)(F)F)C(=O)N1. The result is 1 (inhibitor). (3) The molecule is O=c1c(CCc2ccccc2)nc2cnc(N3CCOCC3)nc2n1C1CC1. The result is 1 (inhibitor). (4) The drug is C[N+](C)(C)CCO. The result is 0 (non-inhibitor). (5) The drug is COc1cccc(NC(=O)CSc2nc3ccccc3cc2Cc2ccccc2)c1. The result is 1 (inhibitor). (6) The molecule is COc1ccccc1NC(=S)NCCc1ccccc1. The result is 0 (non-inhibitor). (7) The drug is CCNc1ncc2nc(-c3ccc(OC)cc3)c(=O)n(Cc3cccc(OC)c3)c2n1. The result is 0 (non-inhibitor).